The task is: Predict which catalyst facilitates the given reaction.. This data is from Catalyst prediction with 721,799 reactions and 888 catalyst types from USPTO. Reactant: [S:1]1[C:5]([C:6]2[C:14]3[C:10](=[CH:11][N:12]([CH2:15][O:16][CH2:17][CH2:18][Si:19]([CH3:22])([CH3:21])[CH3:20])[N:13]=3)[CH:9]=[C:8]([Br:23])[CH:7]=2)=[CH:4][C:3]2[CH:24]=[CH:25][CH:26]=[CH:27][C:2]1=2.[CH2:28]([Li])CCC.CI.[Cl-].[NH4+]. Product: [S:1]1[C:5]([C:6]2[C:14]3[C:10](=[C:11]([CH3:28])[N:12]([CH2:15][O:16][CH2:17][CH2:18][Si:19]([CH3:22])([CH3:20])[CH3:21])[N:13]=3)[CH:9]=[C:8]([Br:23])[CH:7]=2)=[CH:4][C:3]2[CH:24]=[CH:25][CH:26]=[CH:27][C:2]1=2. The catalyst class is: 355.